From a dataset of Full USPTO retrosynthesis dataset with 1.9M reactions from patents (1976-2016). Predict the reactants needed to synthesize the given product. (1) Given the product [Br:17][CH2:14][C:11]1[CH:10]=[CH:9][C:8]([O:1][C:2]2[CH:7]=[CH:6][CH:5]=[CH:4][CH:3]=2)=[N:13][CH:12]=1, predict the reactants needed to synthesize it. The reactants are: [O:1]([C:8]1[N:13]=[CH:12][C:11]([CH2:14]O)=[CH:10][CH:9]=1)[C:2]1[CH:7]=[CH:6][CH:5]=[CH:4][CH:3]=1.C(Br)(Br)(Br)[Br:17].C1C=CC(P(C2C=CC=CC=2)C2C=CC=CC=2)=CC=1. (2) Given the product [C:24]([O:27][C:8]1[CH:7]=[C:6]2[C:5]([CH:4]=[C:3]([C:2]([CH3:1])([CH3:21])[CH3:22])[NH:15]2)=[CH:10][C:9]=1[N+:11]([O-:13])=[O:12])([CH3:26])([CH3:25])[CH3:23], predict the reactants needed to synthesize it. The reactants are: [CH3:1][C:2]([CH3:22])([CH3:21])[C:3]#[C:4][C:5]1[CH:10]=[C:9]([N+:11]([O-:13])=[O:12])[C:8](F)=[CH:7][C:6]=1[NH:15]C(=O)CCC.[CH3:23][C:24]([O-:27])([CH3:26])[CH3:25].[K+].O. (3) Given the product [F:1][C:2]1[CH:3]=[CH:4][C:5]2[S:11][C:13]([C:14](=[O:19])[C:15]([CH3:18])([CH3:17])[CH3:16])=[C:8]([CH3:9])[C:6]=2[CH:7]=1, predict the reactants needed to synthesize it. The reactants are: [F:1][C:2]1[CH:3]=[CH:4][C:5]([SH:11])=[C:6]([C:8](=O)[CH3:9])[CH:7]=1.Br[CH2:13][C:14](=[O:19])[C:15]([CH3:18])([CH3:17])[CH3:16].C(=O)([O-])[O-].[Cs+].[Cs+]. (4) Given the product [C:7]1([CH:13]2[CH2:14][CH2:15][NH:16]2)[CH:12]=[CH:11][CH:10]=[CH:9][CH:8]=1, predict the reactants needed to synthesize it. The reactants are: [H-].[Al+3].[Li+].[H-].[H-].[H-].[C:7]1([CH:13]2[NH:16][C:15](=O)[CH2:14]2)[CH:12]=[CH:11][CH:10]=[CH:9][CH:8]=1.[Cl-].[NH4+]. (5) The reactants are: [Cl:1][C:2]1[CH:7]=[CH:6][C:5]([C@H:8]2[C@H:13]([O:14][CH2:15][C:16]3[CH:21]=[CH:20][CH:19]=[CH:18][CH:17]=3)[C@@H:12]([O:22][CH2:23][C:24]3[CH:29]=[CH:28][CH:27]=[CH:26][CH:25]=3)[C@H:11]([O:30][CH2:31][C:32]3[CH:37]=[CH:36][CH:35]=[CH:34][CH:33]=3)[C@@H:10]([CH2:38][O:39][CH2:40][C:41]3[CH:46]=[CH:45][CH:44]=[CH:43][CH:42]=3)[O:9]2)=[CH:4][C:3]=1[CH2:47][C:48]#[N:49].Br[CH2:51][CH2:52]Br.[OH-].[Na+]. Given the product [Cl:1][C:2]1[CH:7]=[CH:6][C:5]([C@H:8]2[C@H:13]([O:14][CH2:15][C:16]3[CH:17]=[CH:18][CH:19]=[CH:20][CH:21]=3)[C@@H:12]([O:22][CH2:23][C:24]3[CH:29]=[CH:28][CH:27]=[CH:26][CH:25]=3)[C@H:11]([O:30][CH2:31][C:32]3[CH:33]=[CH:34][CH:35]=[CH:36][CH:37]=3)[C@@H:10]([CH2:38][O:39][CH2:40][C:41]3[CH:42]=[CH:43][CH:44]=[CH:45][CH:46]=3)[O:9]2)=[CH:4][C:3]=1[C:47]1([C:48]#[N:49])[CH2:52][CH2:51]1, predict the reactants needed to synthesize it.